This data is from Reaction yield outcomes from USPTO patents with 853,638 reactions. The task is: Predict the reaction yield, written as a fraction of the theoretical maximum amount of product (1.0 means a 100% yield; for example, 0.34 means a 34% yield). (1) The reactants are [Cl:1][C:2]1[CH:7]=[CH:6][C:5]([C@@H:8]([C:16]2[CH:21]=[CH:20][CH:19]=[CH:18][N:17]=2)[O:9][CH:10]2[CH2:15][CH2:14][NH:13][CH2:12][CH2:11]2)=[CH:4][CH:3]=1.Br[CH2:23][CH2:24][CH2:25][C:26]([O:28][CH2:29][CH3:30])=[O:27].C(=O)([O-])[O-].[K+].[K+]. The catalyst is CC(C)=O. The product is [Cl:1][C:2]1[CH:7]=[CH:6][C:5]([C@@H:8]([C:16]2[CH:21]=[CH:20][CH:19]=[CH:18][N:17]=2)[O:9][CH:10]2[CH2:11][CH2:12][N:13]([CH2:23][CH2:24][CH2:25][C:26]([O:28][CH2:29][CH3:30])=[O:27])[CH2:14][CH2:15]2)=[CH:4][CH:3]=1. The yield is 0.934. (2) The catalyst is O. The product is [CH3:1][C:2]1[N:3]=[CH:4][C:5]([CH2:11][OH:12])=[C:6]([CH:9]=[O:10])[C:7]=1[OH:8]. The yield is 0.800. The reactants are [CH3:1][C:2]1[C:7]([OH:8])=[C:6]([CH:9]=[O:10])[C:5]([CH2:11][OH:12])=[CH:4][N:3]=1.Cl.C(=O)(O)[O-].[Na+]. (3) The reactants are O=[C:2]1[C:10]2([CH2:15][CH2:14][CH2:13][CH2:12][CH2:11]2)[C:9]2[C:4](=[CH:5][CH:6]=[C:7]([C:16]3[N:20]([CH3:21])[C:19]([C:22]#[N:23])=[CH:18][CH:17]=3)[CH:8]=2)[NH:3]1.COC1C=CC(P2(SP(C3C=CC(OC)=CC=3)(=S)S2)=[S:33])=CC=1.O. The catalyst is C1(C)C=CC=CC=1. The product is [S:33]=[C:2]1[C:10]2([CH2:15][CH2:14][CH2:13][CH2:12][CH2:11]2)[C:9]2[C:4](=[CH:5][CH:6]=[C:7]([C:16]3[N:20]([CH3:21])[C:19]([C:22]#[N:23])=[CH:18][CH:17]=3)[CH:8]=2)[NH:3]1. The yield is 0.550. (4) The reactants are [C:1]1([CH2:7][C:8]([C:10]2[CH:15]=[CH:14][CH:13]=[CH:12][C:11]=2[CH3:16])=O)[CH:6]=[CH:5][CH:4]=[CH:3][CH:2]=1.[CH2:17]([O:19][C:20]1[CH:21]=[C:22]([CH:25]=[C:26]([N+:29]([O-:31])=[O:30])[C:27]=1[OH:28])[CH:23]=O)[CH3:18].[NH2:32][C:33]([NH2:35])=[O:34].Cl. The catalyst is CCO.CCOC(C)=O. The product is [CH2:17]([O:19][C:20]1[CH:21]=[C:22]([CH:23]2[C:7]([C:1]3[CH:6]=[CH:5][CH:4]=[CH:3][CH:2]=3)=[C:8]([C:10]3[CH:15]=[CH:14][CH:13]=[CH:12][C:11]=3[CH3:16])[NH:35][C:33](=[O:34])[NH:32]2)[CH:25]=[C:26]([N+:29]([O-:31])=[O:30])[C:27]=1[OH:28])[CH3:18]. The yield is 0.0800.